This data is from Forward reaction prediction with 1.9M reactions from USPTO patents (1976-2016). The task is: Predict the product of the given reaction. (1) Given the reactants [Cl:1][C:2]1[CH:3]=[CH:4][C:5]2[N:11]([CH2:12][C:13]([CH3:17])([CH3:16])[CH2:14][OH:15])[C:10](=[O:18])[C@@H:9]([CH2:19][C:20]([NH:22][C@@H:23]([CH3:29])[C:24]([O:26]CC)=[O:25])=[O:21])[O:8][C@H:7]([C:30]3[CH:35]=[CH:34][CH:33]=[C:32]([O:36][CH3:37])[C:31]=3[O:38][CH3:39])[C:6]=2[CH:40]=1.[OH-].[Na+].C(O)C, predict the reaction product. The product is: [Cl:1][C:2]1[CH:3]=[CH:4][C:5]2[N:11]([CH2:12][C:13]([CH3:16])([CH3:17])[CH2:14][OH:15])[C:10](=[O:18])[C@@H:9]([CH2:19][C:20]([NH:22][C@@H:23]([CH3:29])[C:24]([OH:26])=[O:25])=[O:21])[O:8][C@H:7]([C:30]3[CH:35]=[CH:34][CH:33]=[C:32]([O:36][CH3:37])[C:31]=3[O:38][CH3:39])[C:6]=2[CH:40]=1. (2) Given the reactants [C:1]([C:5]1[CH:6]=[C:7]([C:14](O)=[O:15])[CH:8]=[C:9]([CH:13]=1)[C:10](O)=[O:11])([CH3:4])([CH3:3])[CH3:2].[BH4-].[Na+].B(F)(F)F.CCOCC, predict the reaction product. The product is: [C:1]([C:5]1[CH:13]=[C:9]([CH2:10][OH:11])[CH:8]=[C:7]([CH2:14][OH:15])[CH:6]=1)([CH3:4])([CH3:2])[CH3:3]. (3) The product is: [Cl:1][C:2]1[C:3]([F:15])=[C:4]([CH:8]=[C:9]([N+:12]([O-:14])=[O:13])[C:10]=1[S:26][CH2:25][CH2:24][Si:23]([CH3:28])([CH3:27])[CH3:22])[C:5]([OH:7])=[O:6]. Given the reactants [Cl:1][C:2]1[C:3]([F:15])=[C:4]([CH:8]=[C:9]([N+:12]([O-:14])=[O:13])[C:10]=1F)[C:5]([OH:7])=[O:6].C([O-])([O-])=O.[K+].[K+].[CH3:22][Si:23]([CH3:28])([CH3:27])[CH2:24][CH2:25][SH:26].[NH4+].[Cl-], predict the reaction product. (4) Given the reactants [F:1][C:2]([F:24])([F:23])[C:3]1[CH:4]=[CH:5][C:6]([O:9][C:10]2[CH:11]=[C:12]3[C:17](=[CH:18][CH:19]=2)[N:16]=[C:15]([C:20]([OH:22])=O)[CH:14]=[CH:13]3)=NC=1.[OH:25][CH2:26][C@H:27]1[CH2:32][NH:31][CH2:30][CH2:29][N:28]1[C:33]([O:35][C:36]([CH3:39])([CH3:38])[CH3:37])=[O:34].[N:40]1(C(OC(C)(C)C)=O)CCNC[CH2:41]1, predict the reaction product. The product is: [OH:25][CH2:26][C@H:27]1[CH2:32][N:31]([C:20]([C:15]2[CH:14]=[CH:13][C:12]3[C:17](=[CH:18][CH:19]=[C:10]([O:9][C:6]4[CH:41]=[N:40][C:3]([C:2]([F:1])([F:23])[F:24])=[CH:4][CH:5]=4)[CH:11]=3)[N:16]=2)=[O:22])[CH2:30][CH2:29][N:28]1[C:33]([O:35][C:36]([CH3:39])([CH3:38])[CH3:37])=[O:34]. (5) Given the reactants [F:1][C:2]1[CH:7]=[CH:6][C:5]([C:8]([F:11])([F:10])[F:9])=[CH:4][C:3]=1B(O)O.Cl[C:16]1[CH:21]=[C:20]([N+:22]([O-:24])=[O:23])[CH:19]=[CH:18][N:17]=1.C(P(C(C)(C)C)C[Si](C)(C)C)(C)(C)C.C(=O)([O-])[O-].[Cs+].[Cs+], predict the reaction product. The product is: [F:1][C:2]1[CH:7]=[CH:6][C:5]([C:8]([F:11])([F:10])[F:9])=[CH:4][C:3]=1[C:16]1[CH:21]=[C:20]([N+:22]([O-:24])=[O:23])[CH:19]=[CH:18][N:17]=1. (6) Given the reactants C([C:3]1[CH:4]=[C:5]([C:9]#[C:10][CH:11]=[C:12]2[CH2:17][CH2:16][N:15]([C:18]([O:20][C:21]([CH3:24])([CH3:23])[CH3:22])=[O:19])[CH2:14][CH2:13]2)[CH:6]=[N:7][CH:8]=1)#N.BrC1C(C#N)=CC=[N:28][CH:27]=1, predict the reaction product. The product is: [C:27]([C:8]1[N:7]=[CH:6][C:5]([C:9]#[C:10][CH:11]=[C:12]2[CH2:13][CH2:14][N:15]([C:18]([O:20][C:21]([CH3:22])([CH3:23])[CH3:24])=[O:19])[CH2:16][CH2:17]2)=[CH:4][CH:3]=1)#[N:28]. (7) Given the reactants [C:1]([OH:20])(=[O:19])[CH2:2][CH2:3][CH2:4][CH2:5][CH2:6][CH2:7][CH2:8][CH2:9][CH2:10][CH2:11][CH2:12][CH2:13][CH2:14][CH2:15][C:16]([OH:18])=[O:17].C[CH2:22][CH2:23][CH2:24][CH2:25][CH2:26][CH2:27][CH3:28].C(OCC1C=CC=CC=1)=O, predict the reaction product. The product is: [CH2:28]([O:17][C:16](=[O:18])[CH2:15][CH2:14][CH2:13][CH2:12][CH2:11][CH2:10][CH2:9][CH2:8][CH2:7][CH2:6][CH2:5][CH2:4][CH2:3][CH2:2][C:1]([OH:20])=[O:19])[C:27]1[CH:22]=[CH:23][CH:24]=[CH:25][CH:26]=1. (8) Given the reactants [CH2:1]([O:3][C:4](=[O:15])[CH2:5][CH2:6][C:7]1[CH:12]=[C:11]([C:13]#[N:14])[CH:10]=[CH:9][N:8]=1)[CH3:2].Br[CH2:17][C:18](=O)[CH3:19].C(=O)([O-])O.[Na+], predict the reaction product. The product is: [CH2:1]([O:3][C:4](=[O:15])[CH2:5][C:6]1[C:18]([CH3:19])=[CH:17][N:8]2[C:7]=1[CH:12]=[C:11]([C:13]#[N:14])[CH:10]=[CH:9]2)[CH3:2]. (9) Given the reactants [F:1][C:2]([F:13])([F:12])[C:3]1[N:8]=[CH:7][C:6](B(O)O)=[CH:5][CH:4]=1.Br[C:15]1[C:20]([F:21])=[CH:19][CH:18]=[C:17]([CH3:22])[N:16]=1.C([O-])([O-])=O.[K+].[K+].COCCOC, predict the reaction product. The product is: [F:21][C:20]1[C:15]([C:6]2[CH:7]=[N:8][C:3]([C:2]([F:13])([F:12])[F:1])=[CH:4][CH:5]=2)=[N:16][C:17]([CH3:22])=[CH:18][CH:19]=1.